From a dataset of Forward reaction prediction with 1.9M reactions from USPTO patents (1976-2016). Predict the product of the given reaction. (1) Given the reactants CC1C=C([N:8]2[N:16]=[C:15]3[C:10]([CH:11]=[CH:12][CH:13]=[CH:14]3)=[N:9]2)C(O)=C(CC(C[Si](O[Si](C)(C)C)(O[Si](C)(C)C)C)C)C=1.CC1C=C(N2N=C3C(C=CC(Cl)=C3)=N2)C(O)=C(C(C)(C)C)C=1, predict the reaction product. The product is: [NH:9]1[C:10]2[CH:11]=[CH:12][CH:13]=[CH:14][C:15]=2[N:16]=[N:8]1. (2) Given the reactants [NH2:1][C:2]([CH3:33])([CH3:32])[C:3]#[C:4][C:5]1[CH:14]=[C:13]2[C:8]([CH:9]=[C:10]([CH3:31])[C:11]([CH:22]([O:26][C:27]([CH3:30])([CH3:29])[CH3:28])[C:23]([OH:25])=[O:24])=[C:12]2[C:15]2[CH:20]=[CH:19][C:18]([Cl:21])=[CH:17][CH:16]=2)=[CH:7][CH:6]=1.Cl[C:35]([O:37][CH3:38])=[O:36], predict the reaction product. The product is: [C:27]([O:26][CH:22]([C:11]1[C:10]([CH3:31])=[CH:9][C:8]2[C:13](=[CH:14][C:5]([C:4]#[C:3][C:2]([NH:1][C:35]([O:37][CH3:38])=[O:36])([CH3:33])[CH3:32])=[CH:6][CH:7]=2)[C:12]=1[C:15]1[CH:20]=[CH:19][C:18]([Cl:21])=[CH:17][CH:16]=1)[C:23]([OH:25])=[O:24])([CH3:28])([CH3:30])[CH3:29]. (3) Given the reactants C(NC(C)C)(C)C.C([Li])CCC.[CH3:13][O:14][C:15](=[O:28])[CH2:16][C:17]1[CH:22]=[CH:21][C:20]([C:23]([F:26])([F:25])[F:24])=[C:19]([F:27])[CH:18]=1.I[CH2:30][CH:31]1[CH2:35][CH2:34][CH2:33][CH2:32]1, predict the reaction product. The product is: [CH3:13][O:14][C:15](=[O:28])[CH:16]([C:17]1[CH:22]=[CH:21][C:20]([C:23]([F:26])([F:25])[F:24])=[C:19]([F:27])[CH:18]=1)[CH2:30][CH:31]1[CH2:35][CH2:34][CH2:33][CH2:32]1.